Dataset: Catalyst prediction with 721,799 reactions and 888 catalyst types from USPTO. Task: Predict which catalyst facilitates the given reaction. (1) Reactant: [OH:1][CH:2]([C:6]1[CH:11]=[CH:10][CH:9]=[C:8]([C:12]2[CH:13]=[C:14]3[C:20]([C:21]4[CH:26]=[CH:25][CH:24]=[CH:23][C:22]=4[O:27][CH3:28])=N[N:18]([CH2:29]OCC[Si](C)(C)C)[C:15]3=[N:16][CH:17]=2)[CH:7]=1)[C:3]([OH:5])=O.C(Cl)(=O)C(Cl)=O.C[N:44](C=O)C. Product: [OH:1][CH:2]([C:6]1[CH:11]=[CH:10][CH:9]=[C:8]([C:12]2[CH:13]=[C:14]3[C:20]([C:21]4[CH:26]=[CH:25][CH:24]=[CH:23][C:22]=4[O:27][CH3:28])=[CH:29][NH:18][C:15]3=[N:16][CH:17]=2)[CH:7]=1)[C:3]([NH2:44])=[O:5]. The catalyst class is: 4. (2) Reactant: [CH2:1]1[NH:6][CH2:5][CH2:4][N:3]2[C:7](=[O:10])[CH2:8][CH2:9][CH:2]12.Cl[C:12]1[C:21]2[C:16](=[CH:17][C:18]([Cl:22])=[CH:19][CH:20]=2)[CH:15]=[N:14][N:13]=1. Product: [Cl:22][C:18]1[CH:17]=[C:16]2[C:21](=[CH:20][CH:19]=1)[C:12]([N:6]1[CH2:5][CH2:4][N:3]3[C:7](=[O:10])[CH2:8][CH2:9][CH:2]3[CH2:1]1)=[N:13][N:14]=[CH:15]2. The catalyst class is: 23. (3) Reactant: C(O[BH-](OC(=O)C)OC(=O)C)(=O)C.[Na+].[ClH:15].Cl.[CH:17]([CH:30]1[CH2:35][NH:34][CH2:33][CH2:32][NH:31]1)([C:24]1[CH:29]=[CH:28][CH:27]=[CH:26][CH:25]=1)[C:18]1[CH:23]=[CH:22][CH:21]=[CH:20][CH:19]=1.C(N(CC)C(C)C)(C)C.[CH3:45][O:46][C:47]1[CH:54]=[CH:53][C:52]([N:55]2[C:59]([C:60]([F:63])([F:62])[F:61])=[N:58][N:57]=[N:56]2)=[CH:51][C:48]=1[CH:49]=O. Product: [ClH:15].[ClH:15].[CH:17]([CH:30]1[NH:31][CH2:32][CH2:33][N:34]([CH2:49][C:48]2[CH:51]=[C:52]([N:55]3[C:59]([C:60]([F:63])([F:62])[F:61])=[N:58][N:57]=[N:56]3)[CH:53]=[CH:54][C:47]=2[O:46][CH3:45])[CH2:35]1)([C:24]1[CH:29]=[CH:28][CH:27]=[CH:26][CH:25]=1)[C:18]1[CH:19]=[CH:20][CH:21]=[CH:22][CH:23]=1. The catalyst class is: 411.